This data is from Forward reaction prediction with 1.9M reactions from USPTO patents (1976-2016). The task is: Predict the product of the given reaction. (1) Given the reactants [C:1]([O:5][C:6](=[O:36])[NH:7][C@@H:8]1[CH2:13][CH2:12][C@H:11]([NH:14][C:15](=[O:32])[C@@H:16]([NH:21][C:22]([O:24][CH2:25][C:26]2[CH:31]=[CH:30][CH:29]=[CH:28][CH:27]=2)=[O:23])[CH2:17][CH2:18]SC)[C@H:10]([CH2:33][CH2:34][CH3:35])[CH2:9]1)([CH3:4])([CH3:3])[CH3:2].CCOC(C)=O.C([O-])([O-])=O.[Cs+].[Cs+], predict the reaction product. The product is: [CH2:25]([O:24][C:22](=[O:23])[NH:21][C@H:16]1[CH2:17][CH2:18][N:14]([C@H:11]2[CH2:12][CH2:13][C@@H:8]([NH:7][C:6]([O:5][C:1]([CH3:4])([CH3:3])[CH3:2])=[O:36])[CH2:9][C@H:10]2[CH2:33][CH2:34][CH3:35])[C:15]1=[O:32])[C:26]1[CH:31]=[CH:30][CH:29]=[CH:28][CH:27]=1. (2) Given the reactants [CH2:1]([NH:8][CH2:9][C:10]1[CH:15]=[CH:14][C:13]([N+:16]([O-:18])=[O:17])=[C:12]([O:19][CH3:20])[CH:11]=1)[C:2]1[CH:7]=[CH:6][CH:5]=[CH:4][CH:3]=1.[CH3:21][C:22]([O:25][C:26](O[C:26]([O:25][C:22]([CH3:24])([CH3:23])[CH3:21])=[O:27])=[O:27])([CH3:24])[CH3:23], predict the reaction product. The product is: [C:22]([O:25][C:26](=[O:27])[N:8]([CH2:1][C:2]1[CH:7]=[CH:6][CH:5]=[CH:4][CH:3]=1)[CH2:9][C:10]1[CH:15]=[CH:14][C:13]([N+:16]([O-:18])=[O:17])=[C:12]([O:19][CH3:20])[CH:11]=1)([CH3:24])([CH3:23])[CH3:21]. (3) Given the reactants [N:1]1([CH2:10][C:11]([OH:13])=O)[C:5]2[CH:6]=[CH:7][CH:8]=[CH:9][C:4]=2[N:3]=[CH:2]1.C(N(C(C)C)CC)(C)C.[C:23]1([CH3:35])[CH:28]=[CH:27][CH:26]=[C:25]([C:29]2[CH:33]=[C:32]([NH2:34])[O:31][N:30]=2)[CH:24]=1.F[P-](F)(F)(F)(F)F.Br[P+](N1CCCC1)(N1CCCC1)N1CCCC1.C(=O)([O-])[O-].[Na+].[Na+], predict the reaction product. The product is: [N:1]1([CH2:10][C:11]([NH:34][C:32]2[O:31][N:30]=[C:29]([C:25]3[CH:24]=[C:23]([CH3:35])[CH:28]=[CH:27][CH:26]=3)[CH:33]=2)=[O:13])[C:5]2[CH:6]=[CH:7][CH:8]=[CH:9][C:4]=2[N:3]=[CH:2]1. (4) Given the reactants [O:1]1[CH2:6][CH2:5][CH:4]([CH:7]=O)[CH2:3][CH2:2]1.Cl.[Br:10][C:11]1[CH:16]=[CH:15][C:14]([NH:17]N)=[CH:13][CH:12]=1, predict the reaction product. The product is: [Br:10][C:11]1[CH:16]=[C:15]2[C:4]3([CH2:5][CH2:6][O:1][CH2:2][CH2:3]3)[CH:7]=[N:17][C:14]2=[CH:13][CH:12]=1. (5) The product is: [CH:15]([N:14]1[C:10]([C:8]2[O:9][C:5]3[CH:4]=[C:3]([N:23]([CH3:28])[S:24]([CH3:27])(=[O:26])=[O:25])[C:2]([B:29]4[O:33][C:32]([CH3:35])([CH3:34])[C:31]([CH3:37])([CH3:36])[O:30]4)=[CH:22][C:6]=3[C:7]=2[C:18]([NH:20][CH3:21])=[O:19])=[CH:11][CH:12]=[N:13]1)([CH3:17])[CH3:16]. Given the reactants Br[C:2]1[C:3]([N:23]([CH3:28])[S:24]([CH3:27])(=[O:26])=[O:25])=[CH:4][C:5]2[O:9][C:8]([C:10]3[N:14]([CH:15]([CH3:17])[CH3:16])[N:13]=[CH:12][CH:11]=3)=[C:7]([C:18]([NH:20][CH3:21])=[O:19])[C:6]=2[CH:22]=1.[B:29]1([B:29]2[O:33][C:32]([CH3:35])([CH3:34])[C:31]([CH3:37])([CH3:36])[O:30]2)[O:33][C:32]([CH3:35])([CH3:34])[C:31]([CH3:37])([CH3:36])[O:30]1.CC([O-])=O.[K+], predict the reaction product. (6) Given the reactants [Si]([O:8][N:9]=[C:10]1[C:18]2[C:13](=[CH:14][C:15]([NH:19][C:20]3[C:28]4[C:23](=[CH:24][N:25]=[CH:26][CH:27]=4)[O:22][C:21]=3[C:29]3[CH:34]=[CH:33][CH:32]=[C:31]([CH3:35])[N:30]=3)=[CH:16][CH:17]=2)[CH2:12][CH2:11]1)(C(C)(C)C)(C)C.CCCC[N+](CCCC)(CCCC)CCCC.[F-], predict the reaction product. The product is: [CH3:35][C:31]1[N:30]=[C:29]([C:21]2[O:22][C:23]3=[CH:24][N:25]=[CH:26][CH:27]=[C:28]3[C:20]=2[NH:19][C:15]2[CH:14]=[C:13]3[C:18](=[CH:17][CH:16]=2)[C:10](=[N:9][OH:8])[CH2:11][CH2:12]3)[CH:34]=[CH:33][CH:32]=1.